From a dataset of NCI-60 drug combinations with 297,098 pairs across 59 cell lines. Regression. Given two drug SMILES strings and cell line genomic features, predict the synergy score measuring deviation from expected non-interaction effect. (1) Drug 1: CCC1(CC2CC(C3=C(CCN(C2)C1)C4=CC=CC=C4N3)(C5=C(C=C6C(=C5)C78CCN9C7C(C=CC9)(C(C(C8N6C=O)(C(=O)OC)O)OC(=O)C)CC)OC)C(=O)OC)O.OS(=O)(=O)O. Drug 2: CC1=C(C(=CC=C1)Cl)NC(=O)C2=CN=C(S2)NC3=CC(=NC(=N3)C)N4CCN(CC4)CCO. Cell line: HT29. Synergy scores: CSS=22.4, Synergy_ZIP=-0.712, Synergy_Bliss=3.31, Synergy_Loewe=0.958, Synergy_HSA=2.00. (2) Drug 1: CCN(CC)CCNC(=O)C1=C(NC(=C1C)C=C2C3=C(C=CC(=C3)F)NC2=O)C. Drug 2: CC1CCCC2(C(O2)CC(NC(=O)CC(C(C(=O)C(C1O)C)(C)C)O)C(=CC3=CSC(=N3)C)C)C. Cell line: OVCAR-4. Synergy scores: CSS=36.4, Synergy_ZIP=4.27, Synergy_Bliss=0.869, Synergy_Loewe=-25.5, Synergy_HSA=-1.23. (3) Cell line: HCT-15. Drug 1: COC1=C(C=C2C(=C1)N=CN=C2NC3=CC(=C(C=C3)F)Cl)OCCCN4CCOCC4. Drug 2: CCC(=C(C1=CC=CC=C1)C2=CC=C(C=C2)OCCN(C)C)C3=CC=CC=C3.C(C(=O)O)C(CC(=O)O)(C(=O)O)O. Synergy scores: CSS=34.4, Synergy_ZIP=3.72, Synergy_Bliss=1.48, Synergy_Loewe=-3.43, Synergy_HSA=1.87. (4) Drug 1: CC1C(C(CC(O1)OC2CC(CC3=C2C(=C4C(=C3O)C(=O)C5=C(C4=O)C(=CC=C5)OC)O)(C(=O)CO)O)N)O.Cl. Drug 2: C1=CC=C(C(=C1)C(C2=CC=C(C=C2)Cl)C(Cl)Cl)Cl. Cell line: HT29. Synergy scores: CSS=7.99, Synergy_ZIP=5.44, Synergy_Bliss=20.3, Synergy_Loewe=-36.8, Synergy_HSA=-3.63. (5) Drug 1: CN(CC1=CN=C2C(=N1)C(=NC(=N2)N)N)C3=CC=C(C=C3)C(=O)NC(CCC(=O)O)C(=O)O. Drug 2: CC1=C(C=C(C=C1)C(=O)NC2=CC(=CC(=C2)C(F)(F)F)N3C=C(N=C3)C)NC4=NC=CC(=N4)C5=CN=CC=C5. Cell line: RPMI-8226. Synergy scores: CSS=39.2, Synergy_ZIP=1.90, Synergy_Bliss=-0.774, Synergy_Loewe=-48.9, Synergy_HSA=-4.23. (6) Drug 1: COC1=CC(=CC(=C1O)OC)C2C3C(COC3=O)C(C4=CC5=C(C=C24)OCO5)OC6C(C(C7C(O6)COC(O7)C8=CC=CS8)O)O. Drug 2: COCCOC1=C(C=C2C(=C1)C(=NC=N2)NC3=CC=CC(=C3)C#C)OCCOC.Cl. Cell line: UACC62. Synergy scores: CSS=36.7, Synergy_ZIP=-6.70, Synergy_Bliss=-2.59, Synergy_Loewe=-3.60, Synergy_HSA=-1.10. (7) Drug 1: C1=C(C(=O)NC(=O)N1)N(CCCl)CCCl. Drug 2: CCCS(=O)(=O)NC1=C(C(=C(C=C1)F)C(=O)C2=CNC3=C2C=C(C=N3)C4=CC=C(C=C4)Cl)F. Cell line: MALME-3M. Synergy scores: CSS=44.4, Synergy_ZIP=-3.80, Synergy_Bliss=-3.93, Synergy_Loewe=-20.1, Synergy_HSA=-1.31. (8) Drug 1: CC1CCCC2(C(O2)CC(NC(=O)CC(C(C(=O)C(C1O)C)(C)C)O)C(=CC3=CSC(=N3)C)C)C. Drug 2: N.N.Cl[Pt+2]Cl. Cell line: SK-MEL-28. Synergy scores: CSS=47.6, Synergy_ZIP=-2.05, Synergy_Bliss=-2.46, Synergy_Loewe=0.926, Synergy_HSA=3.97. (9) Drug 1: CC(C)CN1C=NC2=C1C3=CC=CC=C3N=C2N. Drug 2: CCC1(C2=C(COC1=O)C(=O)N3CC4=CC5=C(C=CC(=C5CN(C)C)O)N=C4C3=C2)O.Cl. Cell line: A549. Synergy scores: CSS=18.1, Synergy_ZIP=-0.942, Synergy_Bliss=-2.31, Synergy_Loewe=-17.2, Synergy_HSA=-2.67. (10) Drug 1: CN1CCC(CC1)COC2=C(C=C3C(=C2)N=CN=C3NC4=C(C=C(C=C4)Br)F)OC. Drug 2: CN(C)N=NC1=C(NC=N1)C(=O)N. Cell line: RXF 393. Synergy scores: CSS=9.32, Synergy_ZIP=2.35, Synergy_Bliss=0.577, Synergy_Loewe=-4.24, Synergy_HSA=0.491.